From a dataset of Reaction yield outcomes from USPTO patents with 853,638 reactions. Predict the reaction yield, written as a fraction of the theoretical maximum amount of product (1.0 means a 100% yield; for example, 0.34 means a 34% yield). The reactants are [OH-].[Na+].[Cl:3][C:4]1[CH:9]=[CH:8][C:7]([CH:10]([NH:17][C:18](=[O:38])[CH2:19][C:20]2[CH:37]=[CH:36][C:23]([O:24][CH2:25][C:26]3[C:27]([C:32]([O:34]C)=[O:33])=[N:28][O:29][C:30]=3[CH3:31])=[CH:22][CH:21]=2)[C:11]2[CH:16]=[CH:15][CH:14]=[CH:13][CH:12]=2)=[C:6]([CH3:39])[CH:5]=1.CC(O)=O. The catalyst is C1COCC1.O. The product is [Cl:3][C:4]1[CH:9]=[CH:8][C:7]([CH:10]([NH:17][C:18](=[O:38])[CH2:19][C:20]2[CH:37]=[CH:36][C:23]([O:24][CH2:25][C:26]3[C:27]([C:32]([OH:34])=[O:33])=[N:28][O:29][C:30]=3[CH3:31])=[CH:22][CH:21]=2)[C:11]2[CH:12]=[CH:13][CH:14]=[CH:15][CH:16]=2)=[C:6]([CH3:39])[CH:5]=1. The yield is 0.146.